The task is: Binary Classification. Given a miRNA mature sequence and a target amino acid sequence, predict their likelihood of interaction.. This data is from Experimentally validated miRNA-target interactions with 360,000+ pairs, plus equal number of negative samples. (1) The miRNA is hsa-miR-6515-3p with sequence UCUCUUCAUCUACCCCCCAG. The protein sequence of the target gene is MMAYMNPGPHYSVNALALSGPNVDLMHQAVPYSSAPRKQRRERTTFTRSQLEELEALFAKTQYPDVYAREEVALKINLPESRVQVWFKNRRAKCRQQRQQQKQQQQPPGAQTKARPAKRKAGTSPRPSTDVCTDPLGISDSYSPSLPGPSGSPTTAVATVSIWSPASEAPLPEAQRAGLVASGPSLTSAPYAMTYAPASAFCSSPSAYASPSSYFSGLDPYLSPMVPQLGGPALSPLSGPSVGPSLAQSPTSLSGQSYSTYSPVDSLEFKDPTGTWKFTYNPMDPLDYKDQSAWKFQIL. Result: 0 (no interaction). (2) The miRNA is hsa-miR-4722-5p with sequence GGCAGGAGGGCUGUGCCAGGUUG. The protein sequence of the target gene is MEELLRRELGCSSVRATGHSGGGCISQGRSYDTDQGRVFVKVNPKAEARRMFEGEMASLTAILKTNTVKVPKPIKVLDAPGGGSVLVMEHMDMRHLSSHAAKLGAQLADLHLDNKKLGEMRLKEAGTVGRGGGQEERPFVARFGFDVVTCCGYLPQVNDWQEDWVVFYARQRIQPQMDMVEKESGDREALQLWSALQLKIPDLFRDLEIIPALLHGDLWGGNVAEDSSGPVIFDPASFYGHSEYELAIAGMFGGFSSSFYSAYHGKIPKAPGFEKRLQLYQLFHYLNHWNHFGSGYRGSS.... Result: 1 (interaction). (3) The miRNA is hsa-miR-6772-3p with sequence UUGCUCCUGACUCUGUGCCCACA. The protein sequence of the target gene is MMKKNNSAKRGPQDGNQQPAPPEKVGWVRKFCGKGIFREIWKNRYVVLKGDQLYISEKEVKDEKNIQEVFDLSDYEKCEELRKSKSRSKKNHSKFTLAHSKQPGNTAPNLIFLAVSPEEKESWINALNSAITRAKNRILDEVTVEEDSYLAHPTRDRAKIQHSRRPPTRGHLMAVASTSTSDGMLTLDLIQEEDPSPEEPTSCAESFRVDLDKSVAQLAGSRRRADSDRIQPSADRASSLSRPWEKTDKGATYTPQAPKKLTPTEKGRCASLEEILSQRDAASARTLQLRAEEPPTPALP.... Result: 1 (interaction). (4) The miRNA is mmu-miR-665-3p with sequence ACCAGGAGGCUGAGGUCCCU. The protein sequence of the target gene is MAWALKLPLADEVIESGLVQDFDASLSGIGQELGAGAYSMSDVLALPIFKQEESSLPPDNENEILPFQYVLCAATSPAVKLHDETLTYLNQGQSYEIRMLDNRKLGELPELNGKLVKSIFRVVFHDRRLQYTEHQQLEGWRWNRPGDRILDIDIPMSVGVIDPRANPTQLNTVEFLWDPSKRTSVFIQVHCISTEFTMRKHGGEKGVPFRVQIDTFKENGNGEYTEHLHSASCQIKVFKPKGADRKQKIDREKMEKRTPHEKEKYQPSYETTILTECSPWPEITYVNNSPSPGFNSSHSS.... Result: 1 (interaction). (5) Result: 0 (no interaction). The miRNA is hsa-miR-4529-5p with sequence AGGCCAUCAGCAGUCCAAUGAA. The protein sequence of the target gene is MNSSDEEKQLQLITSLKEQAIGEYEDLRAENQKTKEKCDKIRQERDEAVKKLEEFQKISHMVIEEVNFMQNHLEIEKTCRESAEALATKLNKENKTLKRISMLYMAKLGPDVITEEINIDDDDPATDTDAAAETCVSVQCQKQIKELRDQIVSVQEEKKVLAIELENLKSKLGEVMEEVNKVKQEKAVLNSEVLEQRKVLEKCNRVSMLAVEEYEELQVNLELEKDLRKKAESFAQEMFIEQNKLKRQSHLLLQSSLPDQQLLKALDENAKLIQQLEEERIQHQKKVKELEERLENEALH.... (6) The miRNA is hsa-miR-1914-5p with sequence CCCUGUGCCCGGCCCACUUCUG. The protein sequence of the target gene is MHGAARAPATSVSADCCIPAGLRLGPVPGTFKLGKYLSDRREPGPKKKVRMVRGELVDESGGSPLEWIGLIRAARNSQEQTLEAIADLPGGQIFYRALRDVQPGEELTVWYSNSLAQWFDIPTTATPTHDEKGEERYICWYCWRTFRYPNSLKAHLRFHCVFSGGGGGAFLHHEHAARQGAVPAADGLGLSPKPPAPDFAAPSQAGTLRPHPLGPPPVQACGAREGIKREASSAPSATSPTPGKWGQPKKGKEQLDRALDMSGAARGQGHFLGIVGGSSAGVGSLAFYPGVRSAFKPAGL.... Result: 0 (no interaction).